This data is from Full USPTO retrosynthesis dataset with 1.9M reactions from patents (1976-2016). The task is: Predict the reactants needed to synthesize the given product. (1) Given the product [CH3:18][O:17][C:14]1[CH:15]=[C:16]2[C:11](/[C:9](=[N:29]/[NH:28][C:26](=[O:27])[CH2:25][C:19]3[CH:20]=[CH:21][CH:22]=[CH:23][CH:24]=3)/[C:7](=[O:8])[N:6]2[CH2:1][CH2:2][CH2:3][CH2:4][CH3:5])=[CH:12][CH:13]=1, predict the reactants needed to synthesize it. The reactants are: [CH2:1]([N:6]1[C:16]2[C:11](=[CH:12][CH:13]=[C:14]([O:17][CH3:18])[CH:15]=2)[C:9](=O)[C:7]1=[O:8])[CH2:2][CH2:3][CH2:4][CH3:5].[C:19]1([CH2:25][C:26]([NH:28][NH2:29])=[O:27])[CH:24]=[CH:23][CH:22]=[CH:21][CH:20]=1. (2) Given the product [CH3:14][CH:15]([CH3:33])[CH2:16][CH2:17][NH:18][C:19]([C:21]1[N:22]=[N:23][C:24]([N:27]2[CH2:32][CH2:31][N:30]([C:7]([C:5]3[C:4]([C:10]([F:13])([F:12])[F:11])=[N:3][N:2]([CH3:1])[N:6]=3)=[O:9])[CH2:29][CH2:28]2)=[CH:25][CH:26]=1)=[O:20], predict the reactants needed to synthesize it. The reactants are: [CH3:1][N:2]1[N:6]=[C:5]([C:7]([OH:9])=O)[C:4]([C:10]([F:13])([F:12])[F:11])=[N:3]1.[CH3:14][CH:15]([CH3:33])[CH2:16][CH2:17][NH:18][C:19]([C:21]1[N:22]=[N:23][C:24]([N:27]2[CH2:32][CH2:31][NH:30][CH2:29][CH2:28]2)=[CH:25][CH:26]=1)=[O:20]. (3) Given the product [CH3:1][O:2][C:3](=[O:17])[CH:4]=[C:5]([C:7]1[CH:8]=[CH:9][C:10]2[N:11]([C:13]([C:28]3[CH:29]=[C:30]([CH:36]([CH3:38])[CH3:37])[CH:31]=[C:32]([CH:33]([CH3:35])[CH3:34])[C:27]=3[O:26][CH2:24][CH3:25])=[CH:14][N:15]=2)[CH:12]=1)[CH3:6], predict the reactants needed to synthesize it. The reactants are: [CH3:1][O:2][C:3](=[O:17])[CH:4]=[C:5]([C:7]1[CH:8]=[CH:9][C:10]2[N:11]([C:13](I)=[CH:14][N:15]=2)[CH:12]=1)[CH3:6].C(=O)([O-])[O-].[Na+].[Na+].[CH2:24]([O:26][C:27]1[C:32]([CH:33]([CH3:35])[CH3:34])=[CH:31][C:30]([CH:36]([CH3:38])[CH3:37])=[CH:29][C:28]=1B(O)O)[CH3:25]. (4) Given the product [NH:16]1[C:15]2[CH:14]=[CH:13][N:12]=[CH:11][C:10]=2[CH:9]=[C:8]1[C:6]([OH:7])=[O:5], predict the reactants needed to synthesize it. The reactants are: [OH-].[Na+].C([O:5][C:6]([C:8]1[NH:16][C:15]2[CH:14]=[CH:13][N:12]=[CH:11][C:10]=2[CH:9]=1)=[O:7])C. (5) The reactants are: [C:1]([O:5][C:6](=[O:20])[NH:7][C@H:8]1[C:14](=[O:15])[NH:13][C:12]2[CH:16]=[CH:17][CH:18]=[CH:19][C:11]=2[NH:10][CH2:9]1)([CH3:4])([CH3:3])[CH3:2].C[Si]([N-][Si](C)(C)C)(C)C.[K+].[F:31][C:32]([F:43])([F:42])[CH2:33]OS(C(F)(F)F)(=O)=O. Given the product [C:1]([O:5][C:6](=[O:20])[NH:7][C@H:8]1[C:14](=[O:15])[N:13]([CH2:33][C:32]([F:43])([F:42])[F:31])[C:12]2[CH:16]=[CH:17][CH:18]=[CH:19][C:11]=2[NH:10][CH2:9]1)([CH3:4])([CH3:2])[CH3:3], predict the reactants needed to synthesize it. (6) Given the product [N:1]1[N:2]=[C:3]([C:10]2[CH:19]=[CH:18][C:17]3[C:12](=[C:13]([O:21][C@H:22]4[C@@H:28]([F:29])[CH2:27][CH2:26][NH:25][CH2:24][CH2:23]4)[CH:14]=[C:15]([F:20])[CH:16]=3)[N:11]=2)[N:4]2[CH:9]=[CH:8][CH:7]=[CH:6][C:5]=12, predict the reactants needed to synthesize it. The reactants are: [N:1]1[N:2]=[C:3]([C:10]2[CH:19]=[CH:18][C:17]3[C:12](=[C:13]([O:21][C@H:22]4[C@@H:28]([F:29])[CH2:27][CH2:26][N:25](C(OC(C)(C)C)=O)[CH2:24][CH2:23]4)[CH:14]=[C:15]([F:20])[CH:16]=3)[N:11]=2)[N:4]2[CH:9]=[CH:8][CH:7]=[CH:6][C:5]=12.Cl. (7) Given the product [CH2:1]([C:3]1[N:4]([CH2:17][CH2:18][NH:8][C:7]2[CH:9]=[CH:13][C:40]([O:41][C:1]([CH3:3])([CH3:2])[C:34]([OH:35])=[O:37])=[CH:5][CH:6]=2)[C:5](=[O:16])[C:6]2[N:11]([CH3:12])[N:10]=[C:9]([CH2:13][CH2:14][CH3:15])[C:7]=2[N:8]=1)[CH3:2], predict the reactants needed to synthesize it. The reactants are: [CH2:1]([C:3]1[N:4]([CH2:17][CH2:18]COC2C=CC(OC(C)(C)C(O)=O)=CC=2)[C:5](=[O:16])[C:6]2[N:11]([CH3:12])[N:10]=[C:9]([CH2:13][CH2:14][CH3:15])[C:7]=2[N:8]=1)[CH3:2].[C:34](=[O:37])([O-])[O-:35].[Na+].[Na+].[CH3:40][OH:41].